This data is from Catalyst prediction with 721,799 reactions and 888 catalyst types from USPTO. The task is: Predict which catalyst facilitates the given reaction. (1) Reactant: Cl[C:2]1[N:7]=[C:6]([C:8]2[CH:13]=[CH:12][C:11]([N:14]([CH3:16])[CH3:15])=[CH:10][CH:9]=2)[CH:5]=[CH:4][N:3]=1.[CH2:17]([O:19][C:20]([C:22]1[C:23]([NH2:27])=[N:24][NH:25][CH:26]=1)=[O:21])[CH3:18].C([O-])([O-])=O.[Cs+].[Cs+]. Product: [CH2:17]([O:19][C:20]([C:22]1[C:23]([NH2:27])=[N:24][N:25]([C:2]2[N:7]=[C:6]([C:8]3[CH:13]=[CH:12][C:11]([N:14]([CH3:16])[CH3:15])=[CH:10][CH:9]=3)[CH:5]=[CH:4][N:3]=2)[CH:26]=1)=[O:21])[CH3:18]. The catalyst class is: 18. (2) Reactant: [C:1]([OH:11])(=O)/[CH:2]=[CH:3]/[CH2:4][CH2:5][CH2:6][CH2:7][CH2:8][CH3:9].[O:12]1[CH2:17][CH2:16][O:15][CH2:14][CH:13]1[CH2:18][NH2:19].O1CCCC1.Cl.C(N=C=NCCCN(C)C)C. Product: [O:12]1[CH2:17][CH2:16][O:15][CH2:14][CH:13]1[CH2:18][NH:19][C:1](=[O:11])/[CH:2]=[CH:3]/[CH2:4][CH2:5][CH2:6][CH2:7][CH2:8][CH3:9]. The catalyst class is: 6.